Dataset: Peptide-MHC class I binding affinity with 185,985 pairs from IEDB/IMGT. Task: Regression. Given a peptide amino acid sequence and an MHC pseudo amino acid sequence, predict their binding affinity value. This is MHC class I binding data. (1) The peptide sequence is AYSNNTIAI. The MHC is HLA-A30:02 with pseudo-sequence HLA-A30:02. The binding affinity (normalized) is 0.535. (2) The peptide sequence is AVYSSSMVK. The MHC is HLA-A26:01 with pseudo-sequence HLA-A26:01. The binding affinity (normalized) is 0.0847. (3) The peptide sequence is FAGLTADAR. The MHC is H-2-Kb with pseudo-sequence H-2-Kb. The binding affinity (normalized) is 0.422. (4) The peptide sequence is ELDDLLVDL. The MHC is HLA-A68:02 with pseudo-sequence HLA-A68:02. The binding affinity (normalized) is 0.128.